From a dataset of Peptide-MHC class II binding affinity with 134,281 pairs from IEDB. Regression. Given a peptide amino acid sequence and an MHC pseudo amino acid sequence, predict their binding affinity value. This is MHC class II binding data. The peptide sequence is IGTGDDCISIGPGST. The MHC is HLA-DQA10401-DQB10402 with pseudo-sequence HLA-DQA10401-DQB10402. The binding affinity (normalized) is 0.0417.